This data is from Experimentally validated miRNA-target interactions with 360,000+ pairs, plus equal number of negative samples. The task is: Binary Classification. Given a miRNA mature sequence and a target amino acid sequence, predict their likelihood of interaction. The miRNA is hsa-miR-212-5p with sequence ACCUUGGCUCUAGACUGCUUACU. The protein sequence of the target gene is MCYGKCARCIGHSLVGLALLCIAANILLYFPNGETKYASENHLSRFVWFFSGIVGGGLLMLLPAFVFIGLEQDDCCGCCGHENCGKRCAMLSSVLAALIGIAGSGYCVIVAALGLAEGPLCLDSLGQWNYTFASTEGQYLLDTSTWSECTEPKHIVEWNVSLFSILLALGGIEFILCLIQVINGVLGGICGFCCSHQQQYDC. Result: 0 (no interaction).